Dataset: Full USPTO retrosynthesis dataset with 1.9M reactions from patents (1976-2016). Task: Predict the reactants needed to synthesize the given product. The reactants are: [C:1]([CH2:8][N:9]1[CH2:22][CH2:21][CH2:20][NH:19][CH2:18][CH2:17][N:16]([CH2:23][C:24]([O:26]C(C)(C)C)=[O:25])[CH2:15][CH2:14][CH2:13][NH:12][CH2:11][CH2:10]1)([O:3]C(C)(C)C)=[O:2].CCOCC. Given the product [C:1]([CH2:8][N:9]1[CH2:22][CH2:21][CH2:20][NH:19][CH2:18][CH2:17][N:16]([CH2:23][C:24]([OH:26])=[O:25])[CH2:15][CH2:14][CH2:13][NH:12][CH2:11][CH2:10]1)([OH:3])=[O:2], predict the reactants needed to synthesize it.